From a dataset of Forward reaction prediction with 1.9M reactions from USPTO patents (1976-2016). Predict the product of the given reaction. Given the reactants [CH3:1][S:2]([N:5]1[C:9]2=[CH:10][CH:11]=[C:12]3[C:17]([N:16]=[C:15]([C:18]4[CH:24]=[CH:23][C:21]([NH2:22])=[CH:20][CH:19]=4)[N:14]=[C:13]3[N:25]3[CH2:30][CH2:29][O:28][CH2:27][CH2:26]3)=[C:8]2[CH:7]=[CH:6]1)(=[O:4])=[O:3].ClC(Cl)(O[C:35](=[O:41])OC(Cl)(Cl)Cl)Cl.[CH3:43][NH2:44], predict the reaction product. The product is: [CH3:43][NH:44][C:35]([NH:22][C:21]1[CH:20]=[CH:19][C:18]([C:15]2[N:14]=[C:13]([N:25]3[CH2:30][CH2:29][O:28][CH2:27][CH2:26]3)[C:12]3[C:17](=[C:8]4[CH:7]=[CH:6][N:5]([S:2]([CH3:1])(=[O:4])=[O:3])[C:9]4=[CH:10][CH:11]=3)[N:16]=2)=[CH:24][CH:23]=1)=[O:41].